This data is from Catalyst prediction with 721,799 reactions and 888 catalyst types from USPTO. The task is: Predict which catalyst facilitates the given reaction. Reactant: [CH3:1][O:2][C:3]1[CH:4]=[C:5]2[C:9](=[CH:10][CH:11]=1)[NH:8][C:7]([CH3:12])=[C:6]2[CH2:13][C:14]([NH:16][CH:17]([CH2:21][CH2:22][CH2:23][CH2:24][CH2:25][C:26]([C:28]1[O:29][CH:30]=[CH:31][N:32]=1)=[O:27])[C:18](O)=[O:19])=[O:15].C1C=CC2N(O)N=NC=2C=1.C1CN([P+](ON2N=NC3C=CC=CC2=3)(N2CCCC2)N2CCCC2)CC1.F[P-](F)(F)(F)(F)F.[C:76]1([C:82]2[NH:83][C:84]3[C:89]([C:90]=2[CH2:91][CH2:92][NH2:93])=[CH:88][CH:87]=[CH:86][CH:85]=3)[CH:81]=[CH:80][CH:79]=[CH:78][CH:77]=1. Product: [CH3:1][O:2][C:3]1[CH:11]=[C:10]2[C:9](=[CH:5][CH:4]=1)[NH:8][C:7]([CH3:12])=[C:6]2[CH2:13][C:14]([NH:16][CH:17]([CH2:21][CH2:22][CH2:23][CH2:24][CH2:25][C:26]([C:28]1[O:29][CH:30]=[CH:31][N:32]=1)=[O:27])[C:18]([NH:93][CH2:92][CH2:91][C:90]1[C:89]2[C:84](=[CH:85][CH:86]=[CH:87][CH:88]=2)[NH:83][C:82]=1[C:76]1[CH:81]=[CH:80][CH:79]=[CH:78][CH:77]=1)=[O:19])=[O:15]. The catalyst class is: 2.